From a dataset of CYP2D6 inhibition data for predicting drug metabolism from PubChem BioAssay. Regression/Classification. Given a drug SMILES string, predict its absorption, distribution, metabolism, or excretion properties. Task type varies by dataset: regression for continuous measurements (e.g., permeability, clearance, half-life) or binary classification for categorical outcomes (e.g., BBB penetration, CYP inhibition). Dataset: cyp2d6_veith. (1) The molecule is N#Cc1ccc(C(c2ccc(C#N)cc2)n2cncn2)cc1. The result is 0 (non-inhibitor). (2) The molecule is CN1Cc2c(C(=O)OC(C)(C)C)ncn2-c2ccsc2C1=O. The result is 0 (non-inhibitor). (3) The drug is CCOC(=O)N/N=C1/C[C@@H](O)[C@@H](O)[C@H]2[C@@H]1CC[C@@H]1C(=O)N(CC)C(=O)[C@H]12. The result is 0 (non-inhibitor). (4) The molecule is Cc1ccc(NC2=C(C(=O)c3ccccc3)N(C)S(=O)(=O)c3ccccc32)cc1. The result is 0 (non-inhibitor). (5) The compound is C=CCNCCOCCOc1ccc(C)cc1[N+](=O)[O-]. The result is 1 (inhibitor).